This data is from Forward reaction prediction with 1.9M reactions from USPTO patents (1976-2016). The task is: Predict the product of the given reaction. (1) The product is: [ClH:60].[ClH:60].[ClH:60].[CH2:34]([N:24]1[C:25](=[O:33])[C:26]([CH3:31])([CH3:32])[C:27](=[O:30])[N:28]([CH3:29])[C:22]2[CH:21]=[C:20]([O:19][CH2:51][CH2:50][CH2:49][N:48]([CH2:47][CH2:46][C:42]3[CH:41]=[N:40][CH:45]=[CH:44][CH:43]=3)[CH2:53][C:54]3[CH:59]=[CH:58][N:57]=[CH:56][CH:55]=3)[CH:39]=[CH:38][C:23]1=2)[CH:35]([CH3:36])[CH3:37]. Given the reactants C(P(CCCC)CCCC)CCC.C1COCC1.[OH:19][C:20]1[CH:39]=[CH:38][C:23]2[N:24]([CH2:34][CH:35]([CH3:37])[CH3:36])[C:25](=[O:33])[C:26]([CH3:32])([CH3:31])[C:27](=[O:30])[N:28]([CH3:29])[C:22]=2[CH:21]=1.[N:40]1[CH:45]=[CH:44][CH:43]=[C:42]([CH2:46][CH2:47][N:48]([CH2:53][C:54]2[CH:59]=[CH:58][N:57]=[CH:56][CH:55]=2)[CH2:49][CH2:50][CH2:51]O)[CH:41]=1.[Cl:60]CCl, predict the reaction product. (2) Given the reactants C(OC([N:8]1[CH2:13][CH2:12][C:11](=[CH:14][C:15]2[CH:20]=[CH:19][CH:18]=[C:17]([O:21][C:22]3[CH:27]=[CH:26][CH:25]=[CH:24][N:23]=3)[CH:16]=2)[CH2:10][CH2:9]1)=O)(C)(C)C.[F:28][C:29]([F:34])([F:33])[C:30]([OH:32])=[O:31], predict the reaction product. The product is: [F:28][C:29]([F:34])([F:33])[C:30]([OH:32])=[O:31].[NH:8]1[CH2:13][CH2:12][C:11](=[CH:14][C:15]2[CH:16]=[C:17]([CH:18]=[CH:19][CH:20]=2)[O:21][C:22]2[CH:27]=[CH:26][CH:25]=[CH:24][N:23]=2)[CH2:10][CH2:9]1. (3) The product is: [Br:1][C:2]1[N:6]2[CH:7]=[C:8]([CH:27]3[CH2:29][CH2:28]3)[C:9]([O:11][CH2:12][C:13]3([CH3:26])[CH2:18][CH2:17][NH:16][CH2:15][CH2:14]3)=[CH:10][C:5]2=[N:4][N:3]=1. Given the reactants [Br:1][C:2]1[N:6]2[CH:7]=[C:8]([CH:27]3[CH2:29][CH2:28]3)[C:9]([O:11][CH2:12][C:13]3([CH3:26])[CH2:18][CH2:17][N:16](C(OC(C)(C)C)=O)[CH2:15][CH2:14]3)=[CH:10][C:5]2=[N:4][N:3]=1.Cl.O1CCOCC1, predict the reaction product. (4) Given the reactants [Cl:1][C:2]1[CH:7]=[CH:6][CH:5]=[C:4]([CH2:8][N+:9]([O-:11])=[O:10])[CH:3]=1.[C:12]([O:16][CH3:17])(=[O:15])[CH:13]=[CH2:14], predict the reaction product. The product is: [CH3:17][O:16][C:12](=[O:15])[CH2:13][CH2:14][CH:8]([C:4]1[CH:5]=[CH:6][CH:7]=[C:2]([Cl:1])[CH:3]=1)[N+:9]([O-:11])=[O:10].